This data is from NCI-60 drug combinations with 297,098 pairs across 59 cell lines. The task is: Regression. Given two drug SMILES strings and cell line genomic features, predict the synergy score measuring deviation from expected non-interaction effect. (1) Drug 1: CC(C1=C(C=CC(=C1Cl)F)Cl)OC2=C(N=CC(=C2)C3=CN(N=C3)C4CCNCC4)N. Drug 2: C1CC(=O)NC(=O)C1N2CC3=C(C2=O)C=CC=C3N. Cell line: SF-268. Synergy scores: CSS=9.52, Synergy_ZIP=-0.856, Synergy_Bliss=5.16, Synergy_Loewe=2.62, Synergy_HSA=3.38. (2) Drug 1: CC1C(C(=O)NC(C(=O)N2CCCC2C(=O)N(CC(=O)N(C(C(=O)O1)C(C)C)C)C)C(C)C)NC(=O)C3=C4C(=C(C=C3)C)OC5=C(C(=O)C(=C(C5=N4)C(=O)NC6C(OC(=O)C(N(C(=O)CN(C(=O)C7CCCN7C(=O)C(NC6=O)C(C)C)C)C)C(C)C)C)N)C. Drug 2: CC1CCC2CC(C(=CC=CC=CC(CC(C(=O)C(C(C(=CC(C(=O)CC(OC(=O)C3CCCCN3C(=O)C(=O)C1(O2)O)C(C)CC4CCC(C(C4)OC)O)C)C)O)OC)C)C)C)OC. Cell line: SNB-19. Synergy scores: CSS=26.9, Synergy_ZIP=8.09, Synergy_Bliss=11.9, Synergy_Loewe=10.1, Synergy_HSA=10.9. (3) Drug 1: C1=CC(=CC=C1CCC2=CNC3=C2C(=O)NC(=N3)N)C(=O)NC(CCC(=O)O)C(=O)O. Drug 2: CC1=C(C=C(C=C1)NC(=O)C2=CC=C(C=C2)CN3CCN(CC3)C)NC4=NC=CC(=N4)C5=CN=CC=C5. Cell line: HCT116. Synergy scores: CSS=42.2, Synergy_ZIP=4.44, Synergy_Bliss=1.82, Synergy_Loewe=-10.9, Synergy_HSA=0.832. (4) Drug 1: C1=C(C(=O)NC(=O)N1)N(CCCl)CCCl. Drug 2: C1C(C(OC1N2C=NC3=C2NC=NCC3O)CO)O. Cell line: SK-MEL-2. Synergy scores: CSS=3.00, Synergy_ZIP=-2.94, Synergy_Bliss=0.530, Synergy_Loewe=-1.32, Synergy_HSA=-1.01.